From a dataset of Reaction yield outcomes from USPTO patents with 853,638 reactions. Predict the reaction yield, written as a fraction of the theoretical maximum amount of product (1.0 means a 100% yield; for example, 0.34 means a 34% yield). (1) The catalyst is O1CCOCC1.C(=O)([O-])[O-].[Na+].[Na+]. The yield is 0.420. The reactants are [F:1][C:2]1[CH:3]=[C:4]([NH:9][C:10]([C:12]2[N:13](CC3C=CC(OC)=CC=3)[C:14]3[C:19]([CH:20]=2)=[CH:18][C:17](B2OC(C)(C)C(C)(C)O2)=[CH:16][CH:15]=3)=[O:11])[CH:5]=[C:6]([F:8])[CH:7]=1.[CH:39]([N:42]1[CH2:47][CH:46]=[C:45](OS(C(F)(F)F)(=O)=O)[CH2:44][CH2:43]1)([CH3:41])[CH3:40]. The product is [F:1][C:2]1[CH:3]=[C:4]([NH:9][C:10]([C:12]2[NH:13][C:14]3[C:19]([CH:20]=2)=[CH:18][C:17]([C:45]2[CH2:46][CH2:47][N:42]([CH:39]([CH3:41])[CH3:40])[CH2:43][CH:44]=2)=[CH:16][CH:15]=3)=[O:11])[CH:5]=[C:6]([F:8])[CH:7]=1. (2) The reactants are [CH2:1]=[C:2]([CH:4]1[CH2:9][CH2:8][CH2:7][CH2:6][C:5]1=[O:10])[CH3:3].[CH2:11]([O:13][N:14]=[CH:15][CH2:16][CH2:17][CH2:18][CH2:19][CH3:20])C.Cl[Sn](Cl)(Cl)Cl. The catalyst is ClCCCl. The product is [CH3:11][O:13][N:14]1[CH:15]([CH2:16][CH2:17][CH2:18][CH2:19][CH3:20])[CH2:3][C:2]([CH3:1])=[CH:4][CH2:9][CH2:8][CH2:7][CH2:6][C:5]1=[O:10]. The yield is 0.590. (3) The reactants are [F:1][C:2]([F:7])([F:6])[C:3]([OH:5])=[O:4].[CH2:8]([N:10]([CH2:12][C:13]1[S:17][CH:16]=[C:15]([C:18]2[CH:19]=[C:20]3[C:24](=[C:25]([C:27]([NH2:29])=[O:28])[CH:26]=2)[NH:23][CH:22]=[C:21]3[CH:30]2[CH2:35][CH2:34][N:33]([S:36]([CH2:39][CH3:40])(=[O:38])=[O:37])[CH2:32][CH2:31]2)[CH:14]=1)[CH3:11])[CH3:9].[CH3:41][NH:42][CH2:43][CH3:44]. No catalyst specified. The product is [F:1][C:2]([F:7])([F:6])[C:3]([OH:5])=[O:4].[CH2:39]([S:36]([N:33]1[CH2:34][CH2:35][CH:30]([C:21]2[C:20]3[C:24](=[C:25]([C:27]([NH2:29])=[O:28])[CH:26]=[C:18]([C:15]4[CH:14]=[C:13]([CH2:12][N:10]([CH3:11])[CH2:8][C:9]5[CH:2]=[CH:41][N:42]=[CH:43][CH:44]=5)[S:17][CH:16]=4)[CH:19]=3)[NH:23][CH:22]=2)[CH2:31][CH2:32]1)(=[O:37])=[O:38])[CH3:40]. The yield is 0.466. (4) The reactants are CN1CCCC1=O.O.[Li+].[Li+].SCC([O-])=O.SCC([O-])=O.[CH2:21]([N:28]1[CH2:35][CH:34]2[O:36][CH:30]([CH2:31][N:32](S(C3C=CC([N+]([O-])=O)=CC=3)(=O)=O)[CH2:33]2)[CH2:29]1)[C:22]1[CH:27]=[CH:26][CH:25]=[CH:24][CH:23]=1.Cl. The catalyst is CC(O)C.C1(C)C=CC=CC=1. The product is [CH2:21]([N:28]1[CH2:35][CH:34]2[O:36][CH:30]([CH2:31][NH:32][CH2:33]2)[CH2:29]1)[C:22]1[CH:23]=[CH:24][CH:25]=[CH:26][CH:27]=1. The yield is 0.880. (5) The reactants are [C:1]([O:5][C:6](=[O:36])[N:7]([C:16]1[S:17][C@:18]2([CH2:32][N:33]=[N+]=[N-])[C@H:20]([C@:21]([C:24]3[CH:29]=[CH:28][CH:27]=[C:26]([F:30])[C:25]=3[F:31])([CH3:23])[N:22]=1)[CH2:19]2)[CH2:8][O:9][CH2:10][CH2:11][Si:12]([CH3:15])([CH3:14])[CH3:13])([CH3:4])([CH3:3])[CH3:2].CP(C)C.Cl. The catalyst is C1COCC1. The product is [C:1]([O:5][C:6](=[O:36])[N:7]([C:16]1[S:17][C@:18]2([CH2:32][NH2:33])[C@H:20]([C@:21]([C:24]3[CH:29]=[CH:28][CH:27]=[C:26]([F:30])[C:25]=3[F:31])([CH3:23])[N:22]=1)[CH2:19]2)[CH2:8][O:9][CH2:10][CH2:11][Si:12]([CH3:15])([CH3:14])[CH3:13])([CH3:3])([CH3:2])[CH3:4]. The yield is 0.880. (6) The reactants are FC(F)(F)S(O[C:7]1[CH2:16][CH2:15][C:10]2([O:14][CH2:13][CH2:12][O:11]2)[CH2:9][CH:8]=1)(=O)=O.[B:19]1([B:19]2[O:23][C:22]([CH3:25])([CH3:24])[C:21]([CH3:27])([CH3:26])[O:20]2)[O:23][C:22]([CH3:25])([CH3:24])[C:21]([CH3:27])([CH3:26])[O:20]1.C(Cl)Cl.C([O-])(=O)C.[K+]. The catalyst is O1CCOCC1.C1C=CC(P(C2C=CC=CC=2)[C-]2C=CC=C2)=CC=1.C1C=CC(P(C2C=CC=CC=2)[C-]2C=CC=C2)=CC=1.Cl[Pd]Cl.[Fe+2].C1(P(C2C=CC=CC=2)[C-]2C=CC=C2)C=CC=CC=1.[C-]1(P(C2C=CC=CC=2)C2C=CC=CC=2)C=CC=C1.[Fe+2]. The product is [CH3:26][C:21]1([CH3:27])[C:22]([CH3:25])([CH3:24])[O:23][B:19]([C:7]2[CH2:16][CH2:15][C:10]3([O:14][CH2:13][CH2:12][O:11]3)[CH2:9][CH:8]=2)[O:20]1. The yield is 0.810. (7) The reactants are [B:1]1([CH2:10][CH2:11][CH2:12][CH2:13][Br:14])OC2C(=CC=CC=2)O1.[OH:15][C:16]([C:19]([OH:22])([CH3:21])[CH3:20])([CH3:18])[CH3:17]. The catalyst is C1COCC1. The product is [Br:14][CH2:13][CH2:12][CH2:11][CH2:10][B:1]1[O:22][C:19]([CH3:21])([CH3:20])[C:16]([CH3:18])([CH3:17])[O:15]1. The yield is 0.970. (8) The reactants are C(N(CC)CC)C.[Cl:8][C:9]1[C:14]([C:15]([F:18])([F:17])[F:16])=[CH:13][N:12]=[C:11]2[NH:19][CH:20]=[C:21]([NH2:22])[C:10]=12.[CH3:23][O:24][C@H:25]([CH3:29])[C:26](O)=[O:27].O=C1N(P(Cl)(N2CCOC2=O)=O)CCO1. The catalyst is ClCCl. The product is [Cl:8][C:9]1[C:14]([C:15]([F:18])([F:16])[F:17])=[CH:13][N:12]=[C:11]2[NH:19][CH:20]=[C:21]([NH:22][C:26](=[O:27])[C@H:25]([O:24][CH3:23])[CH3:29])[C:10]=12. The yield is 0.960. (9) The product is [CH3:45][C:3]1([CH3:46])[C:2](=[O:1])[CH2:7][CH2:6][CH:5]([O:8][C:9]2[CH:14]=[CH:13][C:12]([N:15]3[C:20](=[O:21])[C:19]([CH2:22][C:23]4[CH:28]=[CH:27][C:26]([C:29]5[CH:34]=[CH:33][CH:32]=[CH:31][C:30]=5[C:35]5[NH:39][C:38](=[O:40])[O:37][N:36]=5)=[CH:25][CH:24]=4)=[C:18]([CH2:41][CH2:42][CH3:43])[N:17]=[C:16]3[CH3:44])=[CH:11][CH:10]=2)[CH2:4]1. The yield is 0.610. The reactants are [OH:1][CH:2]1[CH2:7][CH2:6][CH:5]([O:8][C:9]2[CH:14]=[CH:13][C:12]([N:15]3[C:20](=[O:21])[C:19]([CH2:22][C:23]4[CH:28]=[CH:27][C:26]([C:29]5[CH:34]=[CH:33][CH:32]=[CH:31][C:30]=5[C:35]5[NH:39][C:38](=[O:40])[O:37][N:36]=5)=[CH:25][CH:24]=4)=[C:18]([CH2:41][CH2:42][CH3:43])[N:17]=[C:16]3[CH3:44])=[CH:11][CH:10]=2)[CH2:4][C:3]1([CH3:46])[CH3:45].CC(OI1(OC(C)=O)(OC(C)=O)OC(=O)C2C1=CC=CC=2)=O.C(OCC)(=O)C.S([O-])([O-])(=O)=S.[Na+].[Na+]. The catalyst is C(Cl)Cl.O. (10) The reactants are [C:1]([C:5]1[CH:10]=[CH:9][C:8]([OH:11])=[CH:7][CH:6]=1)([CH3:4])([CH3:3])[CH3:2].CO.O.C(Cl)[Cl:16]. No catalyst specified. The product is [C:1]([C:5]1[CH:6]=[CH:7][C:8]([OH:11])=[C:9]([Cl:16])[CH:10]=1)([CH3:4])([CH3:2])[CH3:3]. The yield is 0.950.